This data is from Forward reaction prediction with 1.9M reactions from USPTO patents (1976-2016). The task is: Predict the product of the given reaction. (1) Given the reactants Cl[C:2]1[N:3]=[C:4]([N:25]2[CH2:30][CH2:29][O:28][CH2:27][CH2:26]2)[C:5]2[N:10]=[C:9]([C:11]([N:13]3[CH2:18][CH2:17][N:16]([CH:19]4[CH2:22][O:21][CH2:20]4)[CH2:15][C:14]3([CH3:24])[CH3:23])=[O:12])[S:8][C:6]=2[N:7]=1.[CH2:31]([C:33]1[NH:34][C:35]2[CH:41]=[CH:40][CH:39]=[CH:38][C:36]=2[N:37]=1)[CH3:32].CC(C1C=C(C(C)C)C(C2C=CC=CC=2P(C2CCCCC2)C2CCCCC2)=C(C(C)C)C=1)C.C([O-])([O-])=O.[Cs+].[Cs+], predict the reaction product. The product is: [CH3:23][C:14]1([CH3:24])[CH2:15][N:16]([CH:19]2[CH2:22][O:21][CH2:20]2)[CH2:17][CH2:18][N:13]1[C:11]([C:9]1[S:8][C:6]2[N:7]=[C:2]([N:34]3[C:35]4[CH:41]=[CH:40][CH:39]=[CH:38][C:36]=4[N:37]=[C:33]3[CH2:31][CH3:32])[N:3]=[C:4]([N:25]3[CH2:30][CH2:29][O:28][CH2:27][CH2:26]3)[C:5]=2[N:10]=1)=[O:12]. (2) Given the reactants [CH3:1][O:2][C:3](=[O:9])[CH2:4][CH2:5][C:6]([OH:8])=O.C1N=CN(C(N2C=NC=C2)=O)C=1.O[N:23]=[C:24]([C:26]1[CH:27]=[CH:28][C:29]([CH3:44])=[C:30]([NH:32][C:33]([C:35]2[N:39]3[CH:40]=[CH:41][CH:42]=[CH:43][C:38]3=[N:37][CH:36]=2)=[O:34])[CH:31]=1)[NH2:25], predict the reaction product. The product is: [N:37]1[CH:36]=[C:35]([C:33]([NH:32][C:30]2[CH:31]=[C:26]([C:24]3[N:23]=[C:6]([CH2:5][CH2:4][C:3]([O:2][CH3:1])=[O:9])[O:8][N:25]=3)[CH:27]=[CH:28][C:29]=2[CH3:44])=[O:34])[N:39]2[CH:40]=[CH:41][CH:42]=[CH:43][C:38]=12.